Dataset: Forward reaction prediction with 1.9M reactions from USPTO patents (1976-2016). Task: Predict the product of the given reaction. (1) The product is: [CH3:20][O:19][C:18]1[CH:17]=[CH:16][CH:15]=[CH:14][C:13]=1[CH:9]=[CH:10][C:11](=[O:12])[CH3:5]. Given the reactants CC1NC2C[CH:9]([C:13]3[C:18]([O:19][CH3:20])=[CH:17][CH:16]=[CH:15][CH:14]=3)[CH2:10][C:11](=[O:12])[C:5]=2C(C2C=CC=C(O)C=2)C=1C(OCCOC)=O.C(O)(=O)C.N.COC1C=CC=CC=1C=O.C(OCC)(=O)CC([O-])=O, predict the reaction product. (2) Given the reactants [CH:1]([C:5]1[CH:24]=[CH:23][CH:22]=[CH:21][C:6]=1[O:7][CH:8]1[CH2:13][CH2:12][N:11](C(OC(C)(C)C)=O)[CH2:10][CH2:9]1)([CH2:3][CH3:4])[CH3:2].C(O)(C(F)(F)F)=O, predict the reaction product. The product is: [CH:1]([C:5]1[CH:24]=[CH:23][CH:22]=[CH:21][C:6]=1[O:7][CH:8]1[CH2:9][CH2:10][NH:11][CH2:12][CH2:13]1)([CH2:3][CH3:4])[CH3:2]. (3) Given the reactants Br[C:2]1[CH:3]=[N:4][N:5]([CH3:9])[C:6]=1[CH:7]=[O:8].[Cl:10][C:11]1[CH:16]=[CH:15][C:14](B(O)O)=[CH:13][CH:12]=1.C(=O)([O-])[O-].[K+].[K+], predict the reaction product. The product is: [Cl:10][C:11]1[CH:16]=[CH:15][C:14]([C:2]2[CH:3]=[N:4][N:5]([CH3:9])[C:6]=2[CH:7]=[O:8])=[CH:13][CH:12]=1. (4) Given the reactants [NH2:1][C:2]1[CH:12]=[CH:11][CH:10]=[CH:9][C:3]=1[CH:4]=[CH:5][C:6]([OH:8])=[O:7].[O:13]1[C:17]2[CH:18]=[CH:19][CH:20]=[CH:21][C:16]=2[CH:15]=[C:14]1[C:22]([NH:24][C@@H:25]([CH2:29][CH2:30][CH2:31][NH:32][C:33]([O:35][CH2:36][C:37]1[CH:42]=[CH:41][CH:40]=[CH:39][CH:38]=1)=[O:34])[C:26](O)=[O:27])=[O:23].C1CN([P+](Br)(N2CCCC2)N2CCCC2)CC1.F[P-](F)(F)(F)(F)F.CCN(C(C)C)C(C)C, predict the reaction product. The product is: [O:13]1[C:17]2[CH:18]=[CH:19][CH:20]=[CH:21][C:16]=2[CH:15]=[C:14]1[C:22]([NH:24][C@@H:25]([CH2:29][CH2:30][CH2:31][NH:32][C:33]([O:35][CH2:36][C:37]1[CH:38]=[CH:39][CH:40]=[CH:41][CH:42]=1)=[O:34])[C:26]([NH:1][C:2]1[CH:12]=[CH:11][CH:10]=[CH:9][C:3]=1/[CH:4]=[CH:5]/[C:6]([OH:8])=[O:7])=[O:27])=[O:23]. (5) The product is: [NH2:8][CH2:9][C:10]1[CH:11]=[C:12]([C:16]2[CH:21]=[CH:20][CH:19]=[C:18]([CH2:22][O:23][C:24]3[CH:29]=[C:28]([CH2:30][CH:31]4[CH2:32][CH2:33]4)[CH:27]=[CH:26][C:25]=3[CH2:34][C:35]([OH:37])=[O:36])[CH:17]=2)[CH:13]=[CH:14][CH:15]=1. Given the reactants C(OC([NH:8][CH2:9][C:10]1[CH:11]=[C:12]([C:16]2[CH:21]=[CH:20][CH:19]=[C:18]([CH2:22][O:23][C:24]3[CH:29]=[C:28]([CH2:30][CH:31]4[CH2:33][CH2:32]4)[CH:27]=[CH:26][C:25]=3[CH2:34][C:35]([OH:37])=[O:36])[CH:17]=2)[CH:13]=[CH:14][CH:15]=1)=O)(C)(C)C.C(OC(NCC1C=C(C2C=CC=C(COC3C=C(CCC(O)CO)C=CC=3CC(O)=O)C=2)C=CC=1)=O)(C)(C)C.Cl.CC#N, predict the reaction product. (6) Given the reactants [Br:1][C:2]1[CH:11]=[C:10]([CH2:12]Br)[CH:9]=[CH:8][C:3]=1[C:4]([O:6][CH3:7])=[O:5].[S:14]1(=[O:20])(=[O:19])[CH2:18][CH2:17][CH2:16][NH:15]1, predict the reaction product. The product is: [Br:1][C:2]1[CH:11]=[C:10]([CH2:12][N:15]2[CH2:16][CH2:17][CH2:18][S:14]2(=[O:20])=[O:19])[CH:9]=[CH:8][C:3]=1[C:4]([O:6][CH3:7])=[O:5].